From a dataset of Reaction yield outcomes from USPTO patents with 853,638 reactions. Predict the reaction yield, written as a fraction of the theoretical maximum amount of product (1.0 means a 100% yield; for example, 0.34 means a 34% yield). (1) The reactants are [CH3:1][C:2]([C:7]1[CH:11]=[C:10]([NH:12][C:13](=[O:26])[C:14]([CH3:25])([S:16]([CH:19]2[CH2:24][CH2:23][O:22][CH2:21][CH2:20]2)(=[O:18])=[O:17])[CH3:15])[O:9][N:8]=1)([CH3:6])[C:3](O)=[O:4].C(OC(OC(C)(C)C)=O)(OC(C)(C)C)=O.C(=O)(O)[O-].[NH4+].[N:47]1C=CC=CC=1. The catalyst is C(OCC)(=O)C.O1CCOCC1.CN(C=O)C. The product is [CH3:15][C:14]([S:16]([CH:19]1[CH2:24][CH2:23][O:22][CH2:21][CH2:20]1)(=[O:17])=[O:18])([CH3:25])[C:13]([NH:12][C:10]1[O:9][N:8]=[C:7]([C:2]([CH3:6])([CH3:1])[C:3]([NH2:47])=[O:4])[CH:11]=1)=[O:26]. The yield is 0.0900. (2) The reactants are [CH2:1]([C:3]1[CH:8]=[CH:7][C:6]([C@H:9]2[CH2:14][C@@H:13]([C:15]([F:18])([F:17])[F:16])[N:12]3[N:19]=[CH:20][C:21]([C:22]([OH:24])=O)=[C:11]3[NH:10]2)=[CH:5][CH:4]=1)[CH3:2].CN(C(ON1N=NC2C=CC=NC1=2)=[N+](C)C)C.F[P-](F)(F)(F)(F)F.C(N(CC)C(C)C)(C)C.[F:58][C:59]1[CH:60]=[C:61]([CH2:65][NH2:66])[CH:62]=[CH:63][CH:64]=1. No catalyst specified. The product is [CH2:1]([C:3]1[CH:8]=[CH:7][C:6]([C@H:9]2[CH2:14][C@@H:13]([C:15]([F:17])([F:18])[F:16])[N:12]3[N:19]=[CH:20][C:21]([C:22]([NH:66][CH2:65][C:61]4[CH:62]=[CH:63][CH:64]=[C:59]([F:58])[CH:60]=4)=[O:24])=[C:11]3[NH:10]2)=[CH:5][CH:4]=1)[CH3:2]. The yield is 0.810. (3) The reactants are [C:1]([CH:9]1[CH2:13][CH2:12][N:11]([C:14]([O:16][C:17]([CH3:20])([CH3:19])[CH3:18])=[O:15])[CH2:10]1)(=[O:8])[C:2]1[CH:7]=[CH:6][CH:5]=[CH:4][CH:3]=1.[CH3:21][O:22][CH2:23][CH2:24][CH2:25][CH2:26][Mg]Cl.[NH4+].[Cl-]. The catalyst is C1COCC1. The product is [OH:8][C:1]([CH:9]1[CH2:13][CH2:12][N:11]([C:14]([O:16][C:17]([CH3:20])([CH3:19])[CH3:18])=[O:15])[CH2:10]1)([C:2]1[CH:3]=[CH:4][CH:5]=[CH:6][CH:7]=1)[CH2:26][CH2:25][CH2:24][CH2:23][O:22][CH3:21]. The yield is 0.440. (4) The reactants are [NH2:1][C:2]1[S:3][CH:4]=[CH:5][N:6]=1.[CH:7]([C:9]1[CH:17]=[CH:16][CH:15]=[CH:14][C:10]=1[C:11]([OH:13])=[O:12])=O. The catalyst is C(O)C. The product is [S:3]1[CH:4]=[CH:5][N:6]=[C:2]1[NH:1][CH:7]1[C:9]2[C:10](=[CH:14][CH:15]=[CH:16][CH:17]=2)[C:11](=[O:13])[O:12]1. The yield is 0.810. (5) The reactants are [F:1][C:2]1[CH:3]=[C:4]([CH:14]([NH:16][C:17]([C:19]2[N:20]=[C:21](Cl)[O:22][CH:23]=2)=[O:18])[CH3:15])[CH:5]=[C:6]([F:13])[C:7]=1[NH:8][S:9]([CH3:12])(=[O:11])=[O:10].[N+:25]([C:28]1[CH:29]=[C:30]([OH:34])[CH:31]=[CH:32][CH:33]=1)([O-:27])=[O:26]. No catalyst specified. The product is [F:1][C:2]1[CH:3]=[C:4]([CH:14]([NH:16][C:17]([C:19]2[N:20]=[C:21]([O:34][C:30]3[CH:31]=[CH:32][CH:33]=[C:28]([N+:25]([O-:27])=[O:26])[CH:29]=3)[O:22][CH:23]=2)=[O:18])[CH3:15])[CH:5]=[C:6]([F:13])[C:7]=1[NH:8][S:9]([CH3:12])(=[O:11])=[O:10]. The yield is 0.490. (6) The reactants are [CH2:1]([N:8]([CH2:18][CH:19](O)[CH2:20][N:21]([CH2:31][C:32]1[CH:37]=[CH:36][CH:35]=[CH:34][CH:33]=1)[C:22]([O:24][CH2:25][C:26]1[S:30][CH:29]=[N:28][CH:27]=1)=[O:23])[C:9](=[O:17])[O:10][CH2:11][C:12]1[S:16][CH:15]=[N:14][CH:13]=1)[C:2]1[CH:7]=[CH:6][CH:5]=[CH:4][CH:3]=1.CC[N:41](CC)CC.CS(Cl)(=O)=O.[N-]=[N+]=[N-].[Na+].O.O.[Sn](Cl)Cl.C([O-])(O)=O.[Na+]. The catalyst is C(Cl)Cl.CN(C=O)C.O. The product is [CH2:1]([N:8]([CH2:18][CH:19]([NH2:41])[CH2:20][N:21]([CH2:31][C:32]1[CH:37]=[CH:36][CH:35]=[CH:34][CH:33]=1)[C:22]([O:24][CH2:25][C:26]1[S:30][CH:29]=[N:28][CH:27]=1)=[O:23])[C:9](=[O:17])[O:10][CH2:11][C:12]1[S:16][CH:15]=[N:14][CH:13]=1)[C:2]1[CH:7]=[CH:6][CH:5]=[CH:4][CH:3]=1. The yield is 0.100. (7) The reactants are [N:1]1[CH:6]=[CH:5][C:4]([CH:7]([CH3:13])[C:8](OCC)=[O:9])=[CH:3][CH:2]=1.[NH3:14]. No catalyst specified. The product is [N:1]1[CH:6]=[CH:5][C:4]([CH:7]([CH3:13])[C:8]([NH2:14])=[O:9])=[CH:3][CH:2]=1. The yield is 0.388.